From a dataset of Peptide-MHC class I binding affinity with 185,985 pairs from IEDB/IMGT. Regression. Given a peptide amino acid sequence and an MHC pseudo amino acid sequence, predict their binding affinity value. This is MHC class I binding data. (1) The peptide sequence is VTSPYTVEW. The MHC is HLA-B57:01 with pseudo-sequence HLA-B57:01. The binding affinity (normalized) is 0.839. (2) The binding affinity (normalized) is 0.0337. The MHC is HLA-A01:01 with pseudo-sequence HLA-A01:01. The peptide sequence is YEFRKVKSY.